Dataset: NCI-60 drug combinations with 297,098 pairs across 59 cell lines. Task: Regression. Given two drug SMILES strings and cell line genomic features, predict the synergy score measuring deviation from expected non-interaction effect. (1) Drug 2: COC1=C2C(=CC3=C1OC=C3)C=CC(=O)O2. Synergy scores: CSS=0.457, Synergy_ZIP=4.73, Synergy_Bliss=-2.11, Synergy_Loewe=-2.18, Synergy_HSA=-3.03. Drug 1: CC12CCC3C(C1CCC2O)C(CC4=C3C=CC(=C4)O)CCCCCCCCCS(=O)CCCC(C(F)(F)F)(F)F. Cell line: SF-539. (2) Drug 1: COC1=C(C=C2C(=C1)N=CN=C2NC3=CC(=C(C=C3)F)Cl)OCCCN4CCOCC4. Drug 2: CC1=C(C=C(C=C1)NC(=O)C2=CC=C(C=C2)CN3CCN(CC3)C)NC4=NC=CC(=N4)C5=CN=CC=C5. Cell line: MOLT-4. Synergy scores: CSS=29.6, Synergy_ZIP=4.28, Synergy_Bliss=10.1, Synergy_Loewe=7.11, Synergy_HSA=10.5. (3) Drug 1: C1CNP(=O)(OC1)N(CCCl)CCCl. Drug 2: C1CC(C1)(C2=CC=C(C=C2)C3=C(C=C4C(=N3)C=CN5C4=NNC5=O)C6=CC=CC=C6)N. Cell line: SW-620. Synergy scores: CSS=6.79, Synergy_ZIP=0.184, Synergy_Bliss=3.00, Synergy_Loewe=-3.29, Synergy_HSA=-2.58. (4) Drug 1: C1CC(=O)NC(=O)C1N2CC3=C(C2=O)C=CC=C3N. Drug 2: CC12CCC3C(C1CCC2O)C(CC4=C3C=CC(=C4)O)CCCCCCCCCS(=O)CCCC(C(F)(F)F)(F)F. Cell line: K-562. Synergy scores: CSS=4.37, Synergy_ZIP=-1.47, Synergy_Bliss=-1.77, Synergy_Loewe=-5.27, Synergy_HSA=-1.93. (5) Cell line: SK-MEL-5. Drug 1: C1CCC(C1)C(CC#N)N2C=C(C=N2)C3=C4C=CNC4=NC=N3. Synergy scores: CSS=0.853, Synergy_ZIP=1.64, Synergy_Bliss=-7.55, Synergy_Loewe=-44.1, Synergy_HSA=-23.1. Drug 2: C1=CC=C(C=C1)NC(=O)CCCCCCC(=O)NO. (6) Drug 1: CCN(CC)CCCC(C)NC1=C2C=C(C=CC2=NC3=C1C=CC(=C3)Cl)OC. Drug 2: C1C(C(OC1N2C=NC(=NC2=O)N)CO)O. Cell line: TK-10. Synergy scores: CSS=13.9, Synergy_ZIP=-3.11, Synergy_Bliss=0.833, Synergy_Loewe=-0.523, Synergy_HSA=-1.08. (7) Drug 1: CC1CCC2CC(C(=CC=CC=CC(CC(C(=O)C(C(C(=CC(C(=O)CC(OC(=O)C3CCCCN3C(=O)C(=O)C1(O2)O)C(C)CC4CCC(C(C4)OC)OCCO)C)C)O)OC)C)C)C)OC. Drug 2: CCC1(CC2CC(C3=C(CCN(C2)C1)C4=CC=CC=C4N3)(C5=C(C=C6C(=C5)C78CCN9C7C(C=CC9)(C(C(C8N6C)(C(=O)OC)O)OC(=O)C)CC)OC)C(=O)OC)O.OS(=O)(=O)O. Cell line: SF-295. Synergy scores: CSS=8.79, Synergy_ZIP=-8.29, Synergy_Bliss=-9.48, Synergy_Loewe=-13.0, Synergy_HSA=-10.4.